This data is from Blood-brain barrier penetration binary classification data from Martins et al.. The task is: Regression/Classification. Given a drug SMILES string, predict its absorption, distribution, metabolism, or excretion properties. Task type varies by dataset: regression for continuous measurements (e.g., permeability, clearance, half-life) or binary classification for categorical outcomes (e.g., BBB penetration, CYP inhibition). Dataset: bbb_martins. (1) The result is 1 (penetrates BBB). The molecule is CCC1(c2ccccc2)C(=O)NC(=O)N(C(=O)c2ccccc2)C1=O. (2) The molecule is CC(C(=O)c1ccccc1)N(C)C. The result is 1 (penetrates BBB). (3) The compound is CNC(=O)CCN1CCN(CCC=C2c3ccccc3Sc3ccc(Cl)cc32)CC1. The result is 1 (penetrates BBB). (4) The drug is CCC(OC(C)=O)C(CC(C)N(C)C)(c1ccccc1)c1ccccc1. The result is 1 (penetrates BBB). (5) The drug is CN1CC(CSc2ccccn2)C=C2c3cccc4[nH]cc(c34)CC21. The result is 1 (penetrates BBB).